From a dataset of HIV replication inhibition screening data with 41,000+ compounds from the AIDS Antiviral Screen. Binary Classification. Given a drug SMILES string, predict its activity (active/inactive) in a high-throughput screening assay against a specified biological target. (1) The drug is O=C1Nc2ccccc2C1=NN1CCCCCC1. The result is 0 (inactive). (2) The result is 0 (inactive). The drug is COc1cccc(NC(=O)NC(=Cc2ccc(N(CCC#N)CCC#N)cc2)NC(=O)c2cc([N+](=O)[O-])ccc2Cl)c1. (3) The drug is CCNCCNC(=O)c1ccc(I)cc1.Cl. The result is 0 (inactive). (4) The molecule is N#Cc1c(N)sc(=S)c2c1CCCC2. The result is 0 (inactive). (5) The molecule is COc1ccc(C(=O)c2ccc(OC)c(S(=O)(=O)OC)c2)cc1S(=O)(=O)OC. The result is 0 (inactive). (6) The molecule is COc1ccc(OCC(=O)O)c2c1CCC(C)C2=O. The result is 0 (inactive). (7) The compound is CN(Cc1cnc2nc(N)nc(N)c2n1)c1ccc(C(=O)NC(CCC(=O)NCC(P(=O)(O)O)P(=O)(O)O)C(=O)O)cc1.[NaH]. The result is 0 (inactive).